Dataset: Full USPTO retrosynthesis dataset with 1.9M reactions from patents (1976-2016). Task: Predict the reactants needed to synthesize the given product. (1) Given the product [CH3:22][N:23]([CH3:39])[CH:24]1[CH2:28][CH2:27][N:26]([C:29]2[S:30][C:31]3[CH:37]=[C:36]([NH:38][C:13](=[O:15])[CH:12]=[CH:11][C:2]4[CH:3]=[CH:4][C:5]5[C:10](=[CH:9][CH:8]=[CH:7][CH:6]=5)[CH:1]=4)[CH:35]=[CH:34][C:32]=3[N:33]=2)[CH2:25]1, predict the reactants needed to synthesize it. The reactants are: [CH:1]1[C:10]2[C:5](=[CH:6][CH:7]=[CH:8][CH:9]=2)[CH:4]=[CH:3][C:2]=1[CH:11]=[CH:12][C:13]([OH:15])=O.C(Cl)(=O)C(Cl)=O.[CH3:22][N:23]([CH3:39])[CH:24]1[CH2:28][CH2:27][N:26]([C:29]2[S:30][C:31]3[CH:37]=[C:36]([NH2:38])[CH:35]=[CH:34][C:32]=3[N:33]=2)[CH2:25]1. (2) Given the product [CH3:1][O:2][C:3]1[CH:4]=[C:5]2[C:10](=[CH:11][C:12]=1[O:13][CH3:14])[N:9]=[CH:8][N:7]=[C:6]2[O:15][C:16]1[CH:22]=[CH:21][C:19]([NH:20][C:41](=[O:47])[O:42][CH2:43][CH2:55][CH2:54][O:53][C:52]2[CH:58]=[CH:59][CH:60]=[CH:61][C:51]=2[O:50][CH3:49])=[CH:18][CH:17]=1, predict the reactants needed to synthesize it. The reactants are: [CH3:1][O:2][C:3]1[CH:4]=[C:5]2[C:10](=[CH:11][C:12]=1[O:13][CH3:14])[N:9]=[CH:8][N:7]=[C:6]2[O:15][C:16]1[CH:22]=[CH:21][C:19]([NH2:20])=[CH:18][CH:17]=1.C1(C)C=CC=CC=1.C(N(CC)CC)C.ClC(Cl)(O[C:41](=[O:47])[O:42][C:43](Cl)(Cl)Cl)Cl.[CH3:49][O:50][C:51]1[CH:61]=[CH:60][CH:59]=[CH:58][C:52]=1[O:53][CH2:54][CH2:55]CO. (3) The reactants are: C([C:4]1[C:9]([CH3:10])=[CH:8][C:7]([CH:11]2[O:16][CH2:15][CH2:14][CH2:13][O:12]2)=[CH:6][C:5]=1[CH3:17])C=C.[OH2:18].[CH3:19][C:20]([CH3:22])=[O:21]. Given the product [O:12]1[CH2:13][CH2:14][CH2:15][O:16][CH:11]1[C:7]1[CH:8]=[C:9]([CH3:10])[C:4]([CH2:19][CH:20]([OH:21])[CH2:22][OH:18])=[C:5]([CH3:17])[CH:6]=1, predict the reactants needed to synthesize it. (4) Given the product [F:39][P-:40]([F:45])([F:44])([F:43])([F:42])[F:41].[CH3:21][C:1]1[CH:6]=[C:5]([CH3:7])[CH:4]=[C:3]([CH3:8])[C:2]=1[NH+:9]1[CH:31]=[C:30]([C:23]2[C:24]([CH3:29])=[CH:25][C:26]([CH3:28])=[CH:27][C:22]=2[CH3:32])[N:11]([C:12]2[C:13]([CH3:20])=[CH:14][C:15]([CH3:19])=[CH:16][C:17]=2[CH3:18])[NH:10]1, predict the reactants needed to synthesize it. The reactants are: [C:1]1([CH3:21])[CH:6]=[C:5]([CH3:7])[CH:4]=[C:3]([CH3:8])[C:2]=1[N:9]=[N:10][NH:11][C:12]1[C:17]([CH3:18])=[CH:16][C:15]([CH3:19])=[CH:14][C:13]=1[CH3:20].[C:22]1([CH3:32])[CH:27]=[C:26]([CH3:28])[CH:25]=[C:24]([CH3:29])[C:23]=1[C:30]#[CH:31].ClOC(C)(C)C.[F:39][P-:40]([F:45])([F:44])([F:43])([F:42])[F:41].[K+]. (5) Given the product [C:49]([O:48][C:46](=[O:47])[NH:53][CH2:54][CH2:55][C:56]([N:24]1[CH2:25][CH2:26][N:21]([C:19]2[N:20]=[C:15]3[CH:14]=[C:13]([C:11]([NH:10][C:7]4[S:8][CH:9]=[C:5]([C:1]([CH3:4])([CH3:2])[CH3:3])[N:6]=4)=[O:12])[CH:45]=[CH:44][N:16]3[C:17](=[O:43])[C:18]=2/[CH:27]=[CH:28]/[C:29]2[N:33]([CH2:34][C:35]3[CH:36]=[CH:37][C:38]([O:41][CH3:42])=[CH:39][CH:40]=3)[N:32]=[N:31][N:30]=2)[CH2:22][CH2:23]1)=[O:57])([CH3:52])([CH3:50])[CH3:51], predict the reactants needed to synthesize it. The reactants are: [C:1]([C:5]1[N:6]=[C:7]([NH:10][C:11]([C:13]2[CH:45]=[CH:44][N:16]3[C:17](=[O:43])[C:18](/[CH:27]=[CH:28]/[C:29]4[N:33]([CH2:34][C:35]5[CH:40]=[CH:39][C:38]([O:41][CH3:42])=[CH:37][CH:36]=5)[N:32]=[N:31][N:30]=4)=[C:19]([N:21]4[CH2:26][CH2:25][NH:24][CH2:23][CH2:22]4)[N:20]=[C:15]3[CH:14]=2)=[O:12])[S:8][CH:9]=1)([CH3:4])([CH3:3])[CH3:2].[C:46]([NH:53][CH2:54][CH2:55][C:56](O)=[O:57])([O:48][C:49]([CH3:52])([CH3:51])[CH3:50])=[O:47].Cl.